From a dataset of Reaction yield outcomes from USPTO patents with 853,638 reactions. Predict the reaction yield, written as a fraction of the theoretical maximum amount of product (1.0 means a 100% yield; for example, 0.34 means a 34% yield). The reactants are C(N(CC)CC)C.[CH:8]([C:10]1[C:18]2[C:13](=[CH:14][CH:15]=[CH:16][CH:17]=2)[N:12](C(OC(C)(C)C)=O)[CH:11]=1)=[O:9].[CH3:26][O:27][C:28]1[CH:29]=[C:30]([N:34]=[CH:35][C:36]2[CH:37]=[N:38][C:39]([O:42][CH3:43])=[CH:40][CH:41]=2)[CH:31]=[N:32][CH:33]=1. The catalyst is [Cl-].C([N+]1C(C)=C(CCO)SC=1)C1C=CC=CC=1.C(O)C. The product is [NH:12]1[C:13]2[C:18](=[CH:17][CH:16]=[CH:15][CH:14]=2)[C:10]([C:8](=[O:9])[CH:35]([C:36]2[CH:37]=[N:38][C:39]([O:42][CH3:43])=[CH:40][CH:41]=2)[NH:34][C:30]2[CH:31]=[N:32][CH:33]=[C:28]([O:27][CH3:26])[CH:29]=2)=[CH:11]1. The yield is 0.0600.